From a dataset of Forward reaction prediction with 1.9M reactions from USPTO patents (1976-2016). Predict the product of the given reaction. (1) Given the reactants [Cl-].[CH3:2][N:3]([CH3:40])[C:4]1[CH:5]=[C:6]2[C:15](=[CH:16][CH:17]=1)[C:14]([C:18]1[CH:23]=[C:22]([O:24][CH3:25])[C:21]([N:26]([CH2:34][CH3:35])[CH2:27][CH2:28][CH2:29][C:30]([O:32]C)=[O:31])=[CH:20][C:19]=1[OH:36])=[C:13]1[C:8](=[CH:9][C:10](=[N+:37]([CH3:39])[CH3:38])[CH:11]=[CH:12]1)[O:7]2.[OH-].[K+], predict the reaction product. The product is: [CH3:40][N:3]([CH3:2])[C:4]1[CH:5]=[C:6]2[C:15](=[CH:16][CH:17]=1)[C:14]([C:18]1[C:19]([OH:36])=[CH:20][C:21]([N:26]([CH2:34][CH3:35])[CH2:27][CH2:28][CH2:29][C:30]([O-:32])=[O:31])=[C:22]([O:24][CH3:25])[CH:23]=1)=[C:13]1[C:8](=[CH:9][C:10](=[N+:37]([CH3:39])[CH3:38])[CH:11]=[CH:12]1)[O:7]2. (2) Given the reactants [NH:1]1[C:5](B(O)O)=[CH:4][CH:3]=[N:2]1.Br[C:10]1[CH:11]=[C:12]([CH:14]=[CH:15][CH:16]=1)[NH2:13].[O-]P([O-])([O-])=O.[K+].[K+].[K+].C1(P(C2CCCCC2)C2CCCCC2)CCCCC1, predict the reaction product. The product is: [N:2]1[NH:1][C:5]([C:10]2[CH:11]=[C:12]([NH2:13])[CH:14]=[CH:15][CH:16]=2)=[CH:4][CH:3]=1.